Dataset: Reaction yield outcomes from USPTO patents with 853,638 reactions. Task: Predict the reaction yield, written as a fraction of the theoretical maximum amount of product (1.0 means a 100% yield; for example, 0.34 means a 34% yield). The reactants are Cl[C:2]1[N:7]=[C:6]([CH2:8][C:9]2[C:14]([Cl:15])=[CH:13][CH:12]=[CH:11][C:10]=2[Cl:16])[N:5]=[C:4]([NH:17][C:18]2[CH:25]=[CH:24][C:21]([C:22]#[N:23])=[CH:20][CH:19]=2)[N:3]=1.[NH2:26][CH2:27][CH:28]([OH:31])[CH2:29][OH:30]. The catalyst is O1CCOCC1.CN1CCCC1=O. The product is [Cl:16][C:10]1[CH:11]=[CH:12][CH:13]=[C:14]([Cl:15])[C:9]=1[CH2:8][C:6]1[N:7]=[C:2]([NH:26][CH2:27][CH:28]([OH:31])[CH2:29][OH:30])[N:3]=[C:4]([NH:17][C:18]2[CH:25]=[CH:24][C:21]([C:22]#[N:23])=[CH:20][CH:19]=2)[N:5]=1. The yield is 0.869.